Dataset: Forward reaction prediction with 1.9M reactions from USPTO patents (1976-2016). Task: Predict the product of the given reaction. Given the reactants C(N)CCC.NO.Cl.[CH2:9]([NH:11][C@H:12]([CH2:15][CH2:16][CH2:17][CH2:18][CH2:19][CH2:20][CH2:21][CH2:22][CH3:23])[C:13]#[CH:14])[CH3:10].Br[C:25]#[C:26][C@@H:27]([OH:30])[CH:28]=[CH2:29], predict the reaction product. The product is: [CH2:9]([NH:11][C@H:12]([CH2:15][CH2:16][CH2:17][CH2:18][CH2:19][CH2:20][CH2:21][CH2:22][CH3:23])[C:13]#[C:14][C:25]#[C:26][C@@H:27]([OH:30])[CH:28]=[CH2:29])[CH3:10].